This data is from Reaction yield outcomes from USPTO patents with 853,638 reactions. The task is: Predict the reaction yield, written as a fraction of the theoretical maximum amount of product (1.0 means a 100% yield; for example, 0.34 means a 34% yield). The reactants are Cl[C:2]1[C:3]([CH:8]2[CH2:11][N:10]([C:12]([O:14][C:15]([CH3:18])([CH3:17])[CH3:16])=[O:13])[CH2:9]2)=[N:4][CH:5]=[CH:6][N:7]=1.[NH:19]1[CH2:24][CH2:23][O:22][CH2:21][CH2:20]1. No catalyst specified. The product is [C:15]([O:14][C:12]([N:10]1[CH2:11][CH:8]([C:3]2[C:2]([N:19]3[CH2:24][CH2:23][O:22][CH2:21][CH2:20]3)=[N:7][CH:6]=[CH:5][N:4]=2)[CH2:9]1)=[O:13])([CH3:18])([CH3:17])[CH3:16]. The yield is 0.940.